Task: Regression. Given two drug SMILES strings and cell line genomic features, predict the synergy score measuring deviation from expected non-interaction effect.. Dataset: NCI-60 drug combinations with 297,098 pairs across 59 cell lines (1) Drug 1: COC1=NC(=NC2=C1N=CN2C3C(C(C(O3)CO)O)O)N. Drug 2: C1CN(CCN1C(=O)CCBr)C(=O)CCBr. Cell line: LOX IMVI. Synergy scores: CSS=47.2, Synergy_ZIP=1.23, Synergy_Bliss=2.40, Synergy_Loewe=-4.84, Synergy_HSA=5.27. (2) Drug 1: C1=CN(C(=O)N=C1N)C2C(C(C(O2)CO)O)O.Cl. Drug 2: CC1C(C(CC(O1)OC2CC(CC3=C2C(=C4C(=C3O)C(=O)C5=C(C4=O)C(=CC=C5)OC)O)(C(=O)CO)O)N)O.Cl. Cell line: 786-0. Synergy scores: CSS=48.6, Synergy_ZIP=-4.83, Synergy_Bliss=-3.69, Synergy_Loewe=-6.18, Synergy_HSA=0.863. (3) Drug 1: CS(=O)(=O)CCNCC1=CC=C(O1)C2=CC3=C(C=C2)N=CN=C3NC4=CC(=C(C=C4)OCC5=CC(=CC=C5)F)Cl. Drug 2: C#CCC(CC1=CN=C2C(=N1)C(=NC(=N2)N)N)C3=CC=C(C=C3)C(=O)NC(CCC(=O)O)C(=O)O. Cell line: CCRF-CEM. Synergy scores: CSS=30.2, Synergy_ZIP=3.51, Synergy_Bliss=-3.67, Synergy_Loewe=-38.5, Synergy_HSA=-8.91. (4) Drug 1: COC1=CC(=CC(=C1O)OC)C2C3C(COC3=O)C(C4=CC5=C(C=C24)OCO5)OC6C(C(C7C(O6)COC(O7)C8=CC=CS8)O)O. Drug 2: COCCOC1=C(C=C2C(=C1)C(=NC=N2)NC3=CC=CC(=C3)C#C)OCCOC.Cl. Cell line: HCT116. Synergy scores: CSS=53.8, Synergy_ZIP=3.26, Synergy_Bliss=4.80, Synergy_Loewe=-23.4, Synergy_HSA=5.34. (5) Drug 1: COC1=CC(=CC(=C1O)OC)C2C3C(COC3=O)C(C4=CC5=C(C=C24)OCO5)OC6C(C(C7C(O6)COC(O7)C8=CC=CS8)O)O. Drug 2: C1=CN(C=N1)CC(O)(P(=O)(O)O)P(=O)(O)O. Cell line: 786-0. Synergy scores: CSS=25.0, Synergy_ZIP=-16.5, Synergy_Bliss=-24.8, Synergy_Loewe=-24.5, Synergy_HSA=-21.2. (6) Drug 1: CC1CCC2CC(C(=CC=CC=CC(CC(C(=O)C(C(C(=CC(C(=O)CC(OC(=O)C3CCCCN3C(=O)C(=O)C1(O2)O)C(C)CC4CCC(C(C4)OC)OCCO)C)C)O)OC)C)C)C)OC. Drug 2: C1CN(CCN1C(=O)CCBr)C(=O)CCBr. Cell line: SF-268. Synergy scores: CSS=12.8, Synergy_ZIP=-4.90, Synergy_Bliss=2.12, Synergy_Loewe=-2.16, Synergy_HSA=1.82. (7) Drug 1: C#CCC(CC1=CN=C2C(=N1)C(=NC(=N2)N)N)C3=CC=C(C=C3)C(=O)NC(CCC(=O)O)C(=O)O. Drug 2: C(CCl)NC(=O)N(CCCl)N=O. Cell line: IGROV1. Synergy scores: CSS=5.34, Synergy_ZIP=-0.386, Synergy_Bliss=1.79, Synergy_Loewe=-3.25, Synergy_HSA=-3.34. (8) Drug 1: CS(=O)(=O)C1=CC(=C(C=C1)C(=O)NC2=CC(=C(C=C2)Cl)C3=CC=CC=N3)Cl. Drug 2: CN(CCCl)CCCl.Cl. Cell line: HT29. Synergy scores: CSS=18.5, Synergy_ZIP=-5.49, Synergy_Bliss=-4.44, Synergy_Loewe=-19.7, Synergy_HSA=-9.44. (9) Drug 1: C(=O)(N)NO. Drug 2: CC1CCCC2(C(O2)CC(NC(=O)CC(C(C(=O)C(C1O)C)(C)C)O)C(=CC3=CSC(=N3)C)C)C. Cell line: NCI-H322M. Synergy scores: CSS=27.2, Synergy_ZIP=9.32, Synergy_Bliss=2.92, Synergy_Loewe=-28.7, Synergy_HSA=0.373. (10) Drug 1: C1=C(C(=O)NC(=O)N1)F. Drug 2: COC1=NC(=NC2=C1N=CN2C3C(C(C(O3)CO)O)O)N. Cell line: HCT-15. Synergy scores: CSS=46.0, Synergy_ZIP=3.87, Synergy_Bliss=3.70, Synergy_Loewe=-14.2, Synergy_HSA=1.77.